Dataset: Forward reaction prediction with 1.9M reactions from USPTO patents (1976-2016). Task: Predict the product of the given reaction. The product is: [C:1]([C:4]1[C:9]([O:10][CH2:11][CH2:12][NH:13][C:14](=[O:20])[O:15][C:16]([CH3:19])([CH3:18])[CH3:17])=[C:8]([CH:21]=[O:26])[C:7]([CH3:23])=[C:6]([Cl:24])[CH:5]=1)(=[O:3])[CH3:2]. Given the reactants [C:1]([C:4]1[C:9]([O:10][CH2:11][CH2:12][NH:13][C:14](=[O:20])[O:15][C:16]([CH3:19])([CH3:18])[CH3:17])=[C:8]([CH:21]=C)[C:7]([CH3:23])=[C:6]([Cl:24])[CH:5]=1)(=[O:3])[CH3:2].I([O-])(=O)(=O)=[O:26].[Na+].C(OCC)(=O)C, predict the reaction product.